Dataset: Full USPTO retrosynthesis dataset with 1.9M reactions from patents (1976-2016). Task: Predict the reactants needed to synthesize the given product. (1) Given the product [CH2:15]([O:14][C:12]([NH:11][C@H:10]([CH:9]=[O:32])[C@@H:22]([CH3:31])[O:23][Si:24]([C:27]([CH3:28])([CH3:30])[CH3:29])([CH3:25])[CH3:26])=[O:13])[C:16]1[CH:17]=[CH:18][CH:19]=[CH:20][CH:21]=1, predict the reactants needed to synthesize it. The reactants are: [H-].[Al+3].[Li+].[H-].[H-].[H-].CN(OC)[C:9](=[O:32])[C@H:10]([C@@H:22]([CH3:31])[O:23][Si:24]([C:27]([CH3:30])([CH3:29])[CH3:28])([CH3:26])[CH3:25])[NH:11][C:12]([O:14][CH2:15][C:16]1[CH:21]=[CH:20][CH:19]=[CH:18][CH:17]=1)=[O:13]. (2) Given the product [NH2:28][C:25]1[CH:24]=[CH:23][C:22]([CH2:21][C:20]([N:7]2[CH2:6][CH2:5][C:4]3[C:9](=[C:10]([N:13]4[CH2:18][CH2:17][N:16]([CH3:19])[CH2:15][CH2:14]4)[CH:11]=[CH:12][C:3]=3[O:2][CH3:1])[CH2:8]2)=[O:31])=[CH:27][CH:26]=1, predict the reactants needed to synthesize it. The reactants are: [CH3:1][O:2][C:3]1[CH:12]=[CH:11][C:10]([N:13]2[CH2:18][CH2:17][N:16]([CH3:19])[CH2:15][CH2:14]2)=[C:9]2[C:4]=1[CH2:5][CH2:6][N:7]([C:20](=[O:31])[CH2:21][C:22]1[CH:27]=[CH:26][C:25]([N+:28]([O-])=O)=[CH:24][CH:23]=1)[CH2:8]2.Cl.[H][H].